This data is from Reaction yield outcomes from USPTO patents with 853,638 reactions. The task is: Predict the reaction yield, written as a fraction of the theoretical maximum amount of product (1.0 means a 100% yield; for example, 0.34 means a 34% yield). (1) The catalyst is C(#N)C. The reactants are [Br:1][C:2]1[C:7]([Cl:8])=[CH:6][C:5]([NH:9][NH2:10])=[C:4]([O:11][CH3:12])[CH:3]=1.[Br:13][C:14]1[S:18][C:17]([C:19](=O)C(O)=O)=[CH:16][CH:15]=1.C([N:26]([CH2:29]C)CC)C.C1(P(N=[N+]=[N-])(C2C=CC=CC=2)=[O:38])C=CC=CC=1. The product is [Br:1][C:2]1[C:7]([Cl:8])=[CH:6][C:5]([N:9]2[C:29](=[O:38])[NH:26][C:19]([C:17]3[S:18][C:14]([Br:13])=[CH:15][CH:16]=3)=[N:10]2)=[C:4]([O:11][CH3:12])[CH:3]=1. The yield is 0.750. (2) The reactants are CC([N:5]([CH2:9][CH:10]([N:18]([C:28]([C:30]1[S:31][CH:32]=[C:33]([Br:35])[CH:34]=1)=[O:29])[O:19]C(C1SC=C(Br)C=1)=O)[CH2:11][C:12]1[CH:17]=[CH:16][CH:15]=[CH:14][CH:13]=1)[C:6](=[O:8])[O-:7])(C)C.C([O-])([O-])=O.[K+].[K+]. The catalyst is CO. The product is [Br:35][C:33]1[CH:34]=[C:30]([C:28]([N:18]([OH:19])[CH:10]([CH2:11][C:12]2[CH:13]=[CH:14][CH:15]=[CH:16][CH:17]=2)[CH2:9][NH:5][C:6](=[O:8])[O:7][C:12]([CH3:17])([CH3:13])[CH3:11])=[O:29])[S:31][CH:32]=1. The yield is 0.370. (3) The reactants are C([N:8]1[CH2:12][CH2:11][C@@H:10]([NH2:13])[CH2:9]1)(OC(C)(C)C)=O.Cl[C:15]1[C:16]([C:22]#[N:23])=[N:17][CH:18]=[C:19](Cl)[N:20]=1.CCN(C(C)C)C(C)C.[NH2:33][C:34]1[CH:35]=[N:36][C:37]2[C:42]([CH:43]=1)=[CH:41][CH:40]=[CH:39][CH:38]=2.C([O-])([O-])=[O:45].[Cs+].[Cs+].C1C=CC(P(C2C(C3C(P(C4C=CC=CC=4)C4C=CC=CC=4)=CC=C4C=3C=CC=C4)=C3C(C=CC=C3)=CC=2)C2C=CC=CC=2)=CC=1. The catalyst is C(#N)C.C(O)(C(F)(F)F)=O.OS(O)(=O)=O.CC([O-])=O.CC([O-])=O.[Pd+2].O1CCOCC1.O. The product is [NH:8]1[CH2:12][CH2:11][C@@H:10]([NH:13][C:19]2[N:20]=[C:15]([NH:33][C:34]3[CH:35]=[N:36][C:37]4[C:42]([CH:43]=3)=[CH:41][CH:40]=[CH:39][CH:38]=4)[C:16]([C:22]([NH2:23])=[O:45])=[N:17][CH:18]=2)[CH2:9]1. The yield is 0.930. (4) The product is [CH2:22]([O:25][C:17]1[CH:16]=[C:15]([CH:20]=[CH:19][CH:18]=1)[O:14][C:12]1[CH:11]=[CH:10][N:9]=[C:8]([NH:7][C:4]2[S:5][CH:6]=[C:2]([CH3:1])[N:3]=2)[CH:13]=1)[C:30]1[CH:35]=[CH:34][CH:33]=[CH:32][CH:31]=1. The catalyst is CCOCC.CN(C=O)C. The reactants are [CH3:1][C:2]1[N:3]=[C:4]([NH:7][C:8]2[CH:13]=[C:12]([O:14][C:15]3[CH:20]=[CH:19][CH:18]=[CH:17][C:16]=3O)[CH:11]=[CH:10][N:9]=2)[S:5][CH:6]=1.[C:22](=[O:25])([O-])[O-].[K+].[K+].BrC[C:30]1[CH:35]=[CH:34][CH:33]=[CH:32][CH:31]=1.Cl. The yield is 0.351. (5) The yield is 0.540. The catalyst is CN(C=O)C.C([O-])([O-])=O.[Na+].[Na+]. The product is [CH2:18]([C:20]1[C:28]2[C:23](=[CH:24][CH:25]=[C:26]([C:29]([F:30])([F:32])[F:31])[CH:27]=2)[N:22]([NH:33][C:15]([C:11]2[C:12]([CH3:14])=[N:13][C:8]([C:4]3[CH:5]=[CH:6][CH:7]=[C:2]([F:1])[CH:3]=3)=[N:9][CH:10]=2)=[O:17])[CH:21]=1)[CH3:19]. The reactants are [F:1][C:2]1[CH:3]=[C:4]([C:8]2[N:13]=[C:12]([CH3:14])[C:11]([C:15]([OH:17])=O)=[CH:10][N:9]=2)[CH:5]=[CH:6][CH:7]=1.[CH2:18]([C:20]1[C:28]2[C:23](=[CH:24][CH:25]=[C:26]([C:29]([F:32])([F:31])[F:30])[CH:27]=2)[N:22]([NH2:33])[CH:21]=1)[CH3:19].C[N+]1(C2N=C(OC)N=C(OC)N=2)CCOCC1.[Cl-].